Dataset: Reaction yield outcomes from USPTO patents with 853,638 reactions. Task: Predict the reaction yield, written as a fraction of the theoretical maximum amount of product (1.0 means a 100% yield; for example, 0.34 means a 34% yield). The reactants are CCN(S(F)(F)[F:7])CC.O[C:11]1([C:39]2[S:40][CH:41]=[CH:42][N:43]=2)[CH2:16][CH2:15][CH:14]([N:17]2[CH2:21][CH2:20][C@@H:19]([NH:22][C:23](=[O:38])[CH2:24][NH:25][C:26](=[O:37])[C:27]3[CH:32]=[CH:31][CH:30]=[C:29]([C:33]([F:36])([F:35])[F:34])[CH:28]=3)[CH2:18]2)[CH2:13][CH2:12]1.O.CCOC(C)=O. The catalyst is C(Cl)Cl. The product is [F:7][C:11]1([C:39]2[S:40][CH:41]=[CH:42][N:43]=2)[CH2:16][CH2:15][CH:14]([N:17]2[CH2:21][CH2:20][C@@H:19]([NH:22][C:23](=[O:38])[CH2:24][NH:25][C:26](=[O:37])[C:27]3[CH:32]=[CH:31][CH:30]=[C:29]([C:33]([F:36])([F:35])[F:34])[CH:28]=3)[CH2:18]2)[CH2:13][CH2:12]1. The yield is 0.310.